Dataset: Cav3 T-type calcium channel HTS with 100,875 compounds. Task: Binary Classification. Given a drug SMILES string, predict its activity (active/inactive) in a high-throughput screening assay against a specified biological target. The compound is O1CCN(CC1)CC#CCOCCCOC(c1ccccc1)c1ccccc1. The result is 0 (inactive).